This data is from Reaction yield outcomes from USPTO patents with 853,638 reactions. The task is: Predict the reaction yield, written as a fraction of the theoretical maximum amount of product (1.0 means a 100% yield; for example, 0.34 means a 34% yield). (1) The reactants are C([O:3][C:4](=[O:49])[CH:5]([NH:33][C:34]([NH:36][C:37]1[NH:38][N:39]=[C:40]([C:42]2[CH:47]=[CH:46][C:45]([F:48])=[CH:44][CH:43]=2)[CH:41]=1)=[O:35])[CH2:6][C:7]1[CH:12]=[CH:11][C:10]([C:13]2[N:17]=[C:16]([C:18]3[CH:23]=[CH:22][C:21]([NH:24][C:25]([O:27][C:28]([CH3:31])([CH3:30])[CH3:29])=[O:26])=[CH:20][CH:19]=3)[O:15][N:14]=2)=[C:9]([F:32])[CH:8]=1)C.ClC(OC(=O)OC(Cl)(Cl)Cl)(Cl)Cl.C(OC(C(N)CC1C=CC(C2N=C(C3C=CC(NC(=O)OC(C)(C)C)=CC=3)ON=2)=C(F)C=1)=O)C.FC1C=CC(C2C=C(N)NN=2)=CC=1. The catalyst is ClCCl.C([O-])(O)=O.[Na+].N1C=CC=CC=1. The product is [C:28]([O:27][C:25]([NH:24][C:21]1[CH:20]=[CH:19][C:18]([C:16]2[O:15][N:14]=[C:13]([C:10]3[CH:11]=[CH:12][C:7]([CH2:6][CH:5]([NH:33][C:34]([NH:36][C:37]4[NH:38][N:39]=[C:40]([C:42]5[CH:47]=[CH:46][C:45]([F:48])=[CH:44][CH:43]=5)[CH:41]=4)=[O:35])[C:4]([OH:49])=[O:3])=[CH:8][C:9]=3[F:32])[N:17]=2)=[CH:23][CH:22]=1)=[O:26])([CH3:31])([CH3:29])[CH3:30]. The yield is 0.510. (2) The reactants are [C:1](#[N:3])[CH3:2].C([Li])CCC.[Si:9]([O:16][CH2:17][C:18]1[CH:26]=[CH:25][C:21]([C:22](Cl)=[O:23])=[CH:20][CH:19]=1)([C:12]([CH3:15])([CH3:14])[CH3:13])([CH3:11])[CH3:10]. The catalyst is C1COCC1. The product is [Si:9]([O:16][CH2:17][C:18]1[CH:19]=[CH:20][C:21]([C:22](=[O:23])[CH2:2][C:1]#[N:3])=[CH:25][CH:26]=1)([C:12]([CH3:15])([CH3:14])[CH3:13])([CH3:11])[CH3:10]. The yield is 0.240.